From a dataset of Forward reaction prediction with 1.9M reactions from USPTO patents (1976-2016). Predict the product of the given reaction. (1) The product is: [Cl:32][C:26]1[C:25]([CH3:33])=[C:24]([N:23]2[CH:9]([C:10]3[CH:15]=[CH:14][CH:13]=[CH:12][CH:11]=3)[CH2:8][CH2:7][CH:6]2[CH2:21][CH3:22])[CH:31]=[CH:30][C:27]=1[C:28]#[N:29]. Given the reactants CS(O[CH:6]([CH2:21][CH3:22])[CH2:7][CH2:8][CH:9](OS(C)(=O)=O)[C:10]1[CH:15]=[CH:14][CH:13]=[CH:12][CH:11]=1)(=O)=O.[NH2:23][C:24]1[CH:31]=[CH:30][C:27]([C:28]#[N:29])=[C:26]([Cl:32])[C:25]=1[CH3:33], predict the reaction product. (2) Given the reactants [CH3:1][C:2]([CH3:29])([CH3:28])[O:3][C:4](=[O:27])[CH2:5][CH2:6][O:7][CH2:8][CH2:9][O:10][CH2:11][CH2:12][O:13][CH2:14][CH2:15][O:16][C:17]1[CH:18]=[C:19]([CH:24]=[CH:25][CH:26]=1)[C:20]([O:22]C)=[O:21].[OH-].[Na+].C(O)(=O)C, predict the reaction product. The product is: [CH3:1][C:2]([CH3:29])([CH3:28])[O:3][C:4](=[O:27])[CH2:5][CH2:6][O:7][CH2:8][CH2:9][O:10][CH2:11][CH2:12][O:13][CH2:14][CH2:15][O:16][C:17]1[CH:18]=[C:19]([CH:24]=[CH:25][CH:26]=1)[C:20]([OH:22])=[O:21]. (3) Given the reactants [F:1][C:2]1[CH:7]=[CH:6][C:5]([CH2:8][C:9]2[CH:18]=[C:17]3[C:12]([C:13]([OH:32])=[C:14]([C:21]([NH:23][CH2:24][CH2:25][P:26](=O)([OH:30])[O:27][CH2:28][CH3:29])=[O:22])[C:15](=[O:20])[N:16]3[CH3:19])=[N:11][CH:10]=2)=[CH:4][CH:3]=1.[CH3:33][O:34][CH2:35][CH2:36][NH2:37].C(N(CC)CC)C.CN(C(ON1N=NC2C=CC=NC1=2)=[N+](C)C)C.F[P-](F)(F)(F)(F)F, predict the reaction product. The product is: [F:1][C:2]1[CH:7]=[CH:6][C:5]([CH2:8][C:9]2[CH:18]=[C:17]3[C:12]([C:13]([OH:32])=[C:14]([C:21]([NH:23][CH2:24][CH2:25][P:26]([NH:37][CH2:36][CH2:35][O:34][CH3:33])(=[O:30])[O:27][CH2:28][CH3:29])=[O:22])[C:15](=[O:20])[N:16]3[CH3:19])=[N:11][CH:10]=2)=[CH:4][CH:3]=1.